This data is from Peptide-MHC class II binding affinity with 134,281 pairs from IEDB. The task is: Regression. Given a peptide amino acid sequence and an MHC pseudo amino acid sequence, predict their binding affinity value. This is MHC class II binding data. (1) The peptide sequence is KFVDSTVVASVTIID. The MHC is DRB1_1501 with pseudo-sequence DRB1_1501. The binding affinity (normalized) is 0.249. (2) The peptide sequence is VDLNARPVTGPRAPE. The MHC is DRB1_0101 with pseudo-sequence DRB1_0101. The binding affinity (normalized) is 0.347. (3) The peptide sequence is EHGSDEWVAMTKGEG. The MHC is DRB1_0101 with pseudo-sequence DRB1_0101. The binding affinity (normalized) is 0.241. (4) The peptide sequence is EAMEKELREAFRLYD. The MHC is DRB3_0101 with pseudo-sequence DRB3_0101. The binding affinity (normalized) is 0.537. (5) The peptide sequence is IKYTRPGDSLAEVEL. The MHC is DRB1_0802 with pseudo-sequence DRB1_0802. The binding affinity (normalized) is 0.0785.